This data is from Full USPTO retrosynthesis dataset with 1.9M reactions from patents (1976-2016). The task is: Predict the reactants needed to synthesize the given product. (1) Given the product [CH2:1]([CH:3]([CH2:13][CH3:14])[C:4]([N:6]1[CH2:11][CH2:10][C:9]2([NH:24][C:22](=[O:23])[C@H:17]([CH2:18][CH2:19][S:20][CH3:21])[NH:16]2)[CH2:8][CH2:7]1)=[O:5])[CH3:2], predict the reactants needed to synthesize it. The reactants are: [CH2:1]([CH:3]([CH2:13][CH3:14])[C:4]([N:6]1[CH2:11][CH2:10][C:9](=O)[CH2:8][CH2:7]1)=[O:5])[CH3:2].Cl.[NH2:16][C@H:17]([C:22]([NH2:24])=[O:23])[CH2:18][CH2:19][S:20][CH3:21].C(N(CC)CC)C. (2) Given the product [F:1][C:2]1[CH:3]=[CH:4][C:5]2[N:6]([CH:8]=[C:9]([CH:11]=[N:18][C:17]3[CH:19]=[CH:20][CH:21]=[C:15]([O:14][CH3:13])[CH:16]=3)[N:10]=2)[CH:7]=1, predict the reactants needed to synthesize it. The reactants are: [F:1][C:2]1[CH:3]=[CH:4][C:5]2[N:6]([CH:8]=[C:9]([CH:11]=O)[N:10]=2)[CH:7]=1.[CH3:13][O:14][C:15]1[CH:16]=[C:17]([CH:19]=[CH:20][CH:21]=1)[NH2:18]. (3) Given the product [F:35][C:36]1[CH:50]=[CH:49][CH:48]=[CH:47][C:37]=1[O:38][C:39]1[CH:40]=[C:41]([CH:44]=[CH:45][CH:46]=1)[CH2:42][N:12]1[C:13](=[O:14])[CH:7]([NH:6][C:5]([CH:4]([C:20]2([C:25]([NH2:27])=[O:26])[CH2:21][CH:22]=[CH:23][CH2:24]2)[CH2:3][CH:2]([CH3:28])[CH3:1])=[O:19])[CH2:8][CH2:9][C:10]2[CH:18]=[CH:17][CH:16]=[CH:15][C:11]1=2, predict the reactants needed to synthesize it. The reactants are: [CH3:1][CH:2]([CH3:28])[CH2:3][C@H:4]([C:20]1([C:25]([NH2:27])=[O:26])[CH2:24][CH:23]=[CH:22][CH2:21]1)[C:5](=[O:19])[NH:6][CH:7]1[C:13](=[O:14])[NH:12][C:11]2[CH:15]=[CH:16][CH:17]=[CH:18][C:10]=2[CH2:9][CH2:8]1.C([O-])([O-])=O.[K+].[K+].[F:35][C:36]1[CH:50]=[CH:49][CH:48]=[CH:47][C:37]=1[O:38][C:39]1[CH:40]=[C:41]([CH:44]=[CH:45][CH:46]=1)[CH2:42]Br. (4) Given the product [CH2:32]([N:34]1[CH2:39][CH2:38][N:37]([CH2:5][C:6]2[CH:7]=[CH:8][CH:9]=[CH:10][C:11]=2[C:10]2[C:11]3[C:2](=[O:1])[NH:3][N:4]=[C:5]4[CH:14]([C:15]5[CH:20]=[CH:19][CH:18]=[CH:17][CH:16]=5)[CH2:13][NH:12][C:7]([C:6]=34)=[CH:8][CH:9]=2)[CH2:36][CH:35]1[CH3:40])[CH3:33], predict the reactants needed to synthesize it. The reactants are: [O:1]=[C:2]1[C:11]2[CH:10]=[CH:9][CH:8]=[C:7]3[NH:12][CH:13](C4C=CC(C=O)=CC=4)[CH:14]([C:15]4[CH:20]=[CH:19][CH:18]=[CH:17][CH:16]=4)[C:5]([C:6]=23)=[N:4][NH:3]1.C(Cl)Cl.[CH2:32]([N:34]1[CH2:39][CH2:38][NH:37][CH2:36][CH:35]1[CH3:40])[CH3:33].[BH4-].[Na+]. (5) Given the product [I:1][C:2]1[C:7]([CH3:8])=[CH:6][N:5]2[C:16]([C:17]([O:19][CH2:20][CH3:21])=[O:18])=[CH:22][N:9]=[C:4]2[CH:3]=1, predict the reactants needed to synthesize it. The reactants are: [I:1][C:2]1[C:7]([CH3:8])=[CH:6][N:5]=[C:4]([NH2:9])[CH:3]=1.C(=O)(O)[O-].[Na+].Cl[CH:16]([CH:22]=O)[C:17]([O:19][CH2:20][CH3:21])=[O:18]. (6) The reactants are: [OH:1][C:2]1[CH:3]=[N:4][CH:5]=[CH:6][CH:7]=1.[H-].[Na+].Br[CH2:11][C:12]1[CH:17]=[C:16]([N+:18]([O-:20])=[O:19])[CH:15]=[CH:14][C:13]=1[Cl:21]. Given the product [Cl:21][C:13]1[CH:14]=[CH:15][C:16]([N+:18]([O-:20])=[O:19])=[CH:17][C:12]=1[CH2:11][O:1][C:2]1[CH:3]=[N:4][CH:5]=[CH:6][CH:7]=1, predict the reactants needed to synthesize it.